This data is from Forward reaction prediction with 1.9M reactions from USPTO patents (1976-2016). The task is: Predict the product of the given reaction. (1) Given the reactants [C:1]([O:5][C:6]([N:8]1[CH2:12][CH2:11][CH2:10][C@H:9]1[CH2:13][NH:14][C:15]1[C:16]([O:22][C:23]2[CH:28]=[CH:27][C:26]([O:29][CH3:30])=[CH:25][CH:24]=2)=[N:17][C:18](Cl)=[N:19][CH:20]=1)=[O:7])([CH3:4])([CH3:3])[CH3:2].[F:31][C:32]1[CH:33]=[C:34]([OH:38])[CH:35]=[CH:36][CH:37]=1.C([O-])([O-])=O.[K+].[K+], predict the reaction product. The product is: [C:1]([O:5][C:6]([N:8]1[CH2:12][CH2:11][CH2:10][C@H:9]1[CH2:13][NH:14][C:15]1[C:16]([O:22][C:23]2[CH:28]=[CH:27][C:26]([O:29][CH3:30])=[CH:25][CH:24]=2)=[N:17][C:18]([O:38][C:34]2[CH:35]=[CH:36][CH:37]=[C:32]([F:31])[CH:33]=2)=[N:19][CH:20]=1)=[O:7])([CH3:4])([CH3:3])[CH3:2]. (2) Given the reactants C(=O)([O-])[O-].[K+].[K+].Cl.[CH3:8][C:9]1[N:10]=[CH:11][N:12]([C:14]2[C:19](=[O:20])[NH:18][C:17]([C:21]([OH:23])=O)=[CH:16][CH:15]=2)[CH:13]=1.Cl.[Cl:25][CH2:26][CH2:27][NH:28][CH2:29][CH2:30]Cl.F[P-](F)(F)(F)(F)F.N1(OC(N(C)C)=[N+](C)C)C2N=CC=CC=2N=N1, predict the reaction product. The product is: [Cl:25][CH2:26][CH2:27][N:28]1[CH2:29][CH2:30][N:18]2[C:19](=[O:20])[C:14]([N:12]3[CH:13]=[C:9]([CH3:8])[N:10]=[CH:11]3)=[CH:15][CH:16]=[C:17]2[C:21]1=[O:23]. (3) Given the reactants [ClH:1].Cl.[CH2:3]([N:10]1[CH2:15][CH2:14][CH:13]([NH:16][CH2:17][CH2:18][CH2:19][OH:20])[CH2:12][CH2:11]1)[C:4]1[CH:9]=[CH:8][CH:7]=[CH:6][CH:5]=1.[CH:21](O)=O.C=O.[OH-].[Na+], predict the reaction product. The product is: [ClH:1].[ClH:1].[CH2:3]([N:10]1[CH2:11][CH2:12][CH:13]([N:16]([CH2:17][CH2:18][CH2:19][OH:20])[CH3:21])[CH2:14][CH2:15]1)[C:4]1[CH:5]=[CH:6][CH:7]=[CH:8][CH:9]=1. (4) The product is: [C:2]([C:4]1[CH:9]=[CH:8][C:7]([NH:10][C:17]([C:14]2[CH:15]=[CH:16][C:11]([C:20]3[CH:21]=[CH:22][CH:23]=[CH:24][CH:25]=3)=[CH:12][CH:13]=2)=[O:18])=[CH:6][CH:5]=1)(=[O:3])[CH3:1]. Given the reactants [CH3:1][C:2]([C:4]1[CH:9]=[CH:8][C:7]([NH2:10])=[CH:6][CH:5]=1)=[O:3].[C:11]1([C:20]2[CH:25]=[CH:24][CH:23]=[CH:22][CH:21]=2)[CH:16]=[CH:15][C:14]([C:17](Cl)=[O:18])=[CH:13][CH:12]=1.C(N(CC)CC)C, predict the reaction product. (5) Given the reactants [CH3:1][O:2][C:3]1[C:8]2[NH:9][C:10]([C:12]3[S:13][CH:14]=[CH:15][CH:16]=3)=[N:11][C:7]=2[C:6]([C:17]([OH:19])=O)=[CH:5][CH:4]=1.[N:20]1([CH2:25][CH2:26][CH2:27][NH2:28])[CH:24]=[CH:23][N:22]=[CH:21]1, predict the reaction product. The product is: [N:20]1([CH2:25][CH2:26][CH2:27][NH:28][C:17]([C:6]2[C:7]3[N:11]=[C:10]([C:12]4[S:13][CH:14]=[CH:15][CH:16]=4)[NH:9][C:8]=3[C:3]([O:2][CH3:1])=[CH:4][CH:5]=2)=[O:19])[CH:24]=[CH:23][N:22]=[CH:21]1. (6) Given the reactants Br[CH2:2][CH2:3][CH2:4][CH2:5][CH2:6][CH2:7][C:8]1[C:14]2[CH:15]=[CH:16][C:17]([OH:19])=[CH:18][C:13]=2[CH2:12][CH2:11][CH2:10][C:9]=1[C:20]1[CH:25]=[CH:24][CH:23]=[C:22]([OH:26])[CH:21]=1.[F:27][C:28]([F:43])([F:42])[CH2:29][CH2:30][S:31]([CH2:34][CH2:35][CH2:36][NH:37][CH2:38][CH2:39][CH2:40][OH:41])(=[O:33])=[O:32], predict the reaction product. The product is: [OH:26][C:22]1[CH:21]=[C:20]([C:9]2[CH2:10][CH2:11][CH2:12][C:13]3[CH:18]=[C:17]([OH:19])[CH:16]=[CH:15][C:14]=3[C:8]=2[CH2:7][CH2:6][CH2:5][CH2:4][CH2:3][CH2:2][N:37]([CH2:38][CH2:39][CH2:40][OH:41])[CH2:36][CH2:35][CH2:34][S:31]([CH2:30][CH2:29][C:28]([F:43])([F:27])[F:42])(=[O:32])=[O:33])[CH:25]=[CH:24][CH:23]=1. (7) The product is: [CH2:1]([O:3][C:4]1[N:5]=[CH:6][C:7]2[C:12]([C:13]=1[C:14]([OH:16])=[O:15])=[CH:11][CH:10]=[CH:9][CH:8]=2)[CH3:2]. Given the reactants [CH2:1]([O:3][C:4]1[N:5]=[CH:6][C:7]2[C:12]([C:13]=1[C:14]([O:16]CC)=[O:15])=[CH:11][CH:10]=[CH:9][CH:8]=2)[CH3:2].[OH-].[Na+], predict the reaction product.